Dataset: Catalyst prediction with 721,799 reactions and 888 catalyst types from USPTO. Task: Predict which catalyst facilitates the given reaction. (1) Reactant: [Br:1][C:2]1[CH:7]=[CH:6][CH:5]=[CH:4][C:3]=1[CH:8](O)[CH3:9].F.F.F.C(N(CC)CC)C.[B-](F)(F)(F)[F:22].CCN([S+](F)F)CC. Product: [Br:1][C:2]1[CH:7]=[CH:6][CH:5]=[CH:4][C:3]=1[CH:8]([F:22])[CH3:9]. The catalyst class is: 2. (2) Reactant: [CH2:1]([O:8][C:9]1[C:10]([C:28](O)=[O:29])=[N:11][C:12]([CH2:16][C:17]2([C:22]3[CH:27]=[CH:26][CH:25]=[CH:24][CH:23]=3)[CH2:21][CH2:20][CH2:19][CH2:18]2)=[N:13][C:14]=1[OH:15])[C:2]1[CH:7]=[CH:6][CH:5]=[CH:4][CH:3]=1.[Si:31]([O:38][CH2:39][CH2:40][NH:41][CH:42]1[CH2:47][CH2:46][O:45][CH2:44][CH2:43]1)([C:34]([CH3:37])([CH3:36])[CH3:35])([CH3:33])[CH3:32].C(N(CC)C(C)C)(C)C.CN(C(ON1N=NC2C=CC=NC1=2)=[N+](C)C)C.F[P-](F)(F)(F)(F)F. Product: [Si:31]([O:38][CH2:39][CH2:40][N:41]([CH:42]1[CH2:47][CH2:46][O:45][CH2:44][CH2:43]1)[C:28]([C:10]1[C:9]([O:8][CH2:1][C:2]2[CH:7]=[CH:6][CH:5]=[CH:4][CH:3]=2)=[C:14]([OH:15])[N:13]=[C:12]([CH2:16][C:17]2([C:22]3[CH:27]=[CH:26][CH:25]=[CH:24][CH:23]=3)[CH2:21][CH2:20][CH2:19][CH2:18]2)[N:11]=1)=[O:29])([C:34]([CH3:37])([CH3:36])[CH3:35])([CH3:33])[CH3:32]. The catalyst class is: 35. (3) Reactant: C1C2C(COC([NH:18][C:19]3([C:24]([NH:26][C@H:27]([C:31]([N:33]([C@@H:35]([C@@H:68]([CH3:71])[CH2:69][CH3:70])[C@H:36]([O:66][CH3:67])[CH2:37][C:38]([N:40]4[CH2:44][CH2:43][CH2:42][C@H:41]4[C@H:45]([O:64][CH3:65])[C@@H:46]([CH3:63])[C:47](=[O:62])[NH:48][C@H:49]([C:57]4[S:58][CH:59]=[CH:60][N:61]=4)[CH2:50][C:51]4[CH:56]=[CH:55][CH:54]=[CH:53][CH:52]=4)=[O:39])[CH3:34])=[O:32])[CH:28]([CH3:30])[CH3:29])=[O:25])[CH2:23][CH2:22][CH2:21][CH2:20]3)=O)C3C(=CC=CC=3)C=2C=CC=1.C(NCC)C. Product: [NH2:18][C:19]1([C:24]([NH:26][C@H:27]([C:31]([N:33]([C@@H:35]([C@@H:68]([CH3:71])[CH2:69][CH3:70])[C@H:36]([O:66][CH3:67])[CH2:37][C:38]([N:40]2[CH2:44][CH2:43][CH2:42][C@H:41]2[C@H:45]([O:64][CH3:65])[C@@H:46]([CH3:63])[C:47](=[O:62])[NH:48][C@H:49]([C:57]2[S:58][CH:59]=[CH:60][N:61]=2)[CH2:50][C:51]2[CH:52]=[CH:53][CH:54]=[CH:55][CH:56]=2)=[O:39])[CH3:34])=[O:32])[CH:28]([CH3:30])[CH3:29])=[O:25])[CH2:20][CH2:21][CH2:22][CH2:23]1. The catalyst class is: 7.